Dataset: Reaction yield outcomes from USPTO patents with 853,638 reactions. Task: Predict the reaction yield, written as a fraction of the theoretical maximum amount of product (1.0 means a 100% yield; for example, 0.34 means a 34% yield). (1) The reactants are [Cl:1][C:2]1[CH:7]=[CH:6][C:5]([C:8]2[CH:13]=[CH:12][C:11]([C:14]([OH:16])=O)=[C:10]([O:17][CH3:18])[CH:9]=2)=[CH:4][CH:3]=1.Cl.[CH2:20]([O:22][C:23](=[O:26])[CH2:24][NH2:25])[CH3:21].CN(C)CCCN=C=NCC.ON1C2C=CC=CC=2N=N1.C(N(C(C)C)CC)(C)C. The catalyst is C(Cl)Cl.CCOC(C)=O.CN(C=O)C. The product is [CH2:20]([O:22][C:23](=[O:26])[CH2:24][NH:25][C:14]([C:11]1[CH:12]=[CH:13][C:8]([C:5]2[CH:4]=[CH:3][C:2]([Cl:1])=[CH:7][CH:6]=2)=[CH:9][C:10]=1[O:17][CH3:18])=[O:16])[CH3:21]. The yield is 0.850. (2) The reactants are N1C=CC=CC=1.C(B1OB(C=C)OB([CH:17]=[CH2:18])O1)=C.[CH2:19]([O:26][C:27]1[N:28]=[N:29][C:30](Cl)=[CH:31][C:32]=1[O:33][CH2:34][C:35]1[CH:40]=[CH:39][CH:38]=[CH:37][CH:36]=1)[C:20]1[CH:25]=[CH:24][CH:23]=[CH:22][CH:21]=1.C(=O)([O-])[O-].[K+].[K+]. The catalyst is C(OCC)(=O)C. The product is [CH2:19]([O:26][C:27]1[N:28]=[N:29][C:30]([CH:17]=[CH2:18])=[CH:31][C:32]=1[O:33][CH2:34][C:35]1[CH:40]=[CH:39][CH:38]=[CH:37][CH:36]=1)[C:20]1[CH:21]=[CH:22][CH:23]=[CH:24][CH:25]=1. The yield is 0.380. (3) The reactants are [Cl:1][C:2]1[CH:7]=[CH:6][C:5]([CH2:8][C:9]([C:11]2[CH:12]=[N:13][CH:14]=[CH:15][C:16]=2[C:17]([O:19]C)=O)=O)=[CH:4][CH:3]=1.O.[NH2:22][NH2:23]. The catalyst is CCO.CC(O)=O. The product is [Cl:1][C:2]1[CH:7]=[CH:6][C:5]([CH2:8][C:9]2[C:11]3[CH:12]=[N:13][CH:14]=[CH:15][C:16]=3[C:17](=[O:19])[NH:23][N:22]=2)=[CH:4][CH:3]=1. The yield is 0.780. (4) The product is [F:14][C:11]1[CH:12]=[CH:13][C:7]2[C:6]([CH:15]3[CH2:16][CH2:17][N:18]([CH2:21][CH2:22][CH2:23][N:24]4[C:32]5[CH2:31][CH2:30][N:29]([S:33]([CH3:36])(=[O:35])=[O:34])[CH2:28][C:27]=5[C:26]([C:37]5[CH:42]=[CH:41][C:40]([C:43]([F:45])([F:46])[F:44])=[CH:39][CH:38]=5)=[N:25]4)[CH2:19][CH2:20]3)=[C:5]([C:3]([OH:4])=[O:2])[S:9][C:8]=2[CH:10]=1. The yield is 1.00. The reactants are C[O:2][C:3]([C:5]1[S:9][C:8]2[CH:10]=[C:11]([F:14])[CH:12]=[CH:13][C:7]=2[C:6]=1[CH:15]1[CH2:20][CH2:19][N:18]([CH2:21][CH2:22][CH2:23][N:24]2[C:32]3[CH2:31][CH2:30][N:29]([S:33]([CH3:36])(=[O:35])=[O:34])[CH2:28][C:27]=3[C:26]([C:37]3[CH:42]=[CH:41][C:40]([C:43]([F:46])([F:45])[F:44])=[CH:39][CH:38]=3)=[N:25]2)[CH2:17][CH2:16]1)=[O:4].[OH-].[K+].Cl. The catalyst is C1COCC1.O.